From a dataset of hERG Central: cardiac toxicity at 1µM, 10µM, and general inhibition. Predict hERG channel inhibition at various concentrations. The drug is O=[N+]([O-])c1ccc(C2=Nn3cnnc3SC2)cc1. Results: hERG_inhib (hERG inhibition (general)): blocker.